This data is from Catalyst prediction with 721,799 reactions and 888 catalyst types from USPTO. The task is: Predict which catalyst facilitates the given reaction. Reactant: [Br:1][C:2]1[C:3]([C:8](OC)=[O:9])=[N:4][N:5]([CH3:7])[CH:6]=1.[Li+].[BH4-].C(O)(=O)C. Product: [Br:1][C:2]1[C:3]([CH2:8][OH:9])=[N:4][N:5]([CH3:7])[CH:6]=1. The catalyst class is: 1.